Dataset: Forward reaction prediction with 1.9M reactions from USPTO patents (1976-2016). Task: Predict the product of the given reaction. (1) Given the reactants [BH4-].[Na+].[CH3:3][O:4][C:5]1[C:14]([O:15][CH3:16])=[C:13]([O:17][CH3:18])[CH:12]=[C:11]2[C:6]=1[CH:7]=[CH:8][C:9]([CH:19]=[O:20])=[N:10]2.CO, predict the reaction product. The product is: [OH:20][CH2:19][C:9]1[CH:8]=[CH:7][C:6]2[C:11](=[CH:12][C:13]([O:17][CH3:18])=[C:14]([O:15][CH3:16])[C:5]=2[O:4][CH3:3])[N:10]=1. (2) The product is: [CH3:19][N:20]1[C:28]2[N:27]=[CH:26][N:25]([CH2:8][C@H:9]3[CH2:14][CH2:13][C@H:12]([C:15]([F:18])([F:17])[F:16])[CH2:11][CH2:10]3)[C:24]=2[C:23](=[O:29])[NH:22][C:21]1=[O:30]. Given the reactants C([O-])([O-])=O.[Na+].[Na+].Br[CH2:8][C@H:9]1[CH2:14][CH2:13][C@H:12]([C:15]([F:18])([F:17])[F:16])[CH2:11][CH2:10]1.[CH3:19][N:20]1[C:28]2[N:27]=[CH:26][NH:25][C:24]=2[C:23](=[O:29])[NH:22][C:21]1=[O:30], predict the reaction product. (3) The product is: [ClH:43].[ClH:43].[NH2:8][CH2:9][CH:10]([C:24]1[CH:25]=[CH:26][C:27]([O:28][CH2:29][C:30]([O:32][C:33]2[CH:38]=[CH:37][C:36]([CH3:39])=[CH:35][C:34]=2[CH3:40])=[O:31])=[CH:41][CH:42]=1)[C:11]([NH:13][C:14]1[CH:15]=[C:16]2[C:21](=[CH:22][CH:23]=1)[CH:20]=[N:19][CH:18]=[CH:17]2)=[O:12]. Given the reactants C(OC([NH:8][CH2:9][CH:10]([C:24]1[CH:42]=[CH:41][C:27]([O:28][CH2:29][C:30]([O:32][C:33]2[CH:38]=[CH:37][C:36]([CH3:39])=[CH:35][C:34]=2[CH3:40])=[O:31])=[CH:26][CH:25]=1)[C:11]([NH:13][C:14]1[CH:15]=[C:16]2[C:21](=[CH:22][CH:23]=1)[CH:20]=[N:19][CH:18]=[CH:17]2)=[O:12])=O)(C)(C)C.[ClH:43], predict the reaction product. (4) Given the reactants [N:1]([C:4]1[C:9]([Cl:10])=[CH:8][CH:7]=[CH:6][C:5]=1[Cl:11])=[N+:2]=[N-:3].C[Si](C)(C)[C:14]#[C:15][CH2:16][OH:17], predict the reaction product. The product is: [Cl:11][C:5]1[CH:6]=[CH:7][CH:8]=[C:9]([Cl:10])[C:4]=1[N:1]1[C:15]([CH2:16][OH:17])=[CH:14][N:3]=[N:2]1. (5) Given the reactants [C:1]([C:5]1[CH:10]=[CH:9][C:8]([S:11]([NH:14][C:15]2[CH:16]=[C:17]3[C:21](=[CH:22][CH:23]=2)[NH:20][C:19]([C:24](O)=[O:25])=[C:18]3[C:27]2[CH:32]=[CH:31][CH:30]=[C:29]([F:33])[CH:28]=2)(=[O:13])=[O:12])=[CH:7][CH:6]=1)([CH3:4])([CH3:3])[CH3:2].[NH2:34][CH:35]1[CH2:40][CH2:39][O:38][CH2:37][CH2:36]1, predict the reaction product. The product is: [O:38]1[CH2:39][CH2:40][CH:35]([NH:34][C:24]([C:19]2[NH:20][C:21]3[C:17]([C:18]=2[C:27]2[CH:32]=[CH:31][CH:30]=[C:29]([F:33])[CH:28]=2)=[CH:16][C:15]([NH:14][S:11]([C:8]2[CH:7]=[CH:6][C:5]([C:1]([CH3:2])([CH3:4])[CH3:3])=[CH:10][CH:9]=2)(=[O:13])=[O:12])=[CH:23][CH:22]=3)=[O:25])[CH2:36][CH2:37]1. (6) Given the reactants Br[C:2]1[CH:3]=[C:4]([CH:6]=[C:7]([Br:9])[CH:8]=1)[NH2:5].[F:10][C:11]1[CH:16]=[C:15]([F:17])[CH:14]=[CH:13][C:12]=1B(O)O.C([O-])([O-])=O.[Na+].[Na+], predict the reaction product. The product is: [Br:9][C:7]1[CH:6]=[C:4]([NH2:5])[CH:3]=[C:2]([C:14]2[CH:13]=[CH:12][C:11]([F:10])=[CH:16][C:15]=2[F:17])[CH:8]=1. (7) Given the reactants [CH3:1][O:2][C:3]1[CH:4]=[N:5][C:6]2[C:11]([N:12]=1)=[CH:10][C:9]([C:13]([OH:15])=O)=[CH:8][CH:7]=2.C1C=CC2N(O)N=NC=2C=1.C(Cl)CCl.Cl.[CH3:31][O:32][NH:33][CH3:34], predict the reaction product. The product is: [CH3:31][O:32][N:33]([CH3:34])[C:13]([C:9]1[CH:10]=[C:11]2[C:6](=[CH:7][CH:8]=1)[N:5]=[CH:4][C:3]([O:2][CH3:1])=[N:12]2)=[O:15]. (8) The product is: [CH2:1]([N:8]1[C:12]2[CH:13]=[CH:14][C:15]([CH3:17])=[CH:16][C:11]=2[N:10]=[C:9]1[CH:18]([NH:22][CH2:36][CH2:35][CH2:34][N:25]1[C:26](=[O:33])[C:27]2[C:32](=[CH:31][CH:30]=[CH:29][CH:28]=2)[C:24]1=[O:23])[CH:19]([CH3:20])[CH3:21])[C:2]1[CH:3]=[CH:4][CH:5]=[CH:6][CH:7]=1. Given the reactants [CH2:1]([N:8]1[C:12]2[CH:13]=[CH:14][C:15]([CH3:17])=[CH:16][C:11]=2[N:10]=[C:9]1[CH:18]([NH2:22])[CH:19]([CH3:21])[CH3:20])[C:2]1[CH:7]=[CH:6][CH:5]=[CH:4][CH:3]=1.[O:23]=[C:24]1[C:32]2[C:27](=[CH:28][CH:29]=[CH:30][CH:31]=2)[C:26](=[O:33])[N:25]1[CH2:34][CH2:35][CH:36]=O.C(O[BH-](OC(=O)C)OC(=O)C)(=O)C.[Na+].C(O)(=O)C, predict the reaction product.